The task is: Predict the product of the given reaction.. This data is from Forward reaction prediction with 1.9M reactions from USPTO patents (1976-2016). (1) The product is: [NH2:36][C:35]1[S:37][C:30]([C:29]2[C:22]3[C:21]([NH:20][C@H:18]([C:7]4[N:8]([C:12]5[CH:17]=[CH:16][CH:15]=[CH:14][CH:13]=5)[C:9](=[O:11])[C:10]5=[C:2]([CH3:1])[CH:3]=[CH:4][N:5]5[N:6]=4)[CH3:19])=[N:26][CH:25]=[N:24][C:23]=3[NH:27][CH:28]=2)=[N:34][N:33]=1. Given the reactants [CH3:1][C:2]1[CH:3]=[CH:4][N:5]2[C:10]=1[C:9](=[O:11])[N:8]([C:12]1[CH:17]=[CH:16][CH:15]=[CH:14][CH:13]=1)[C:7]([C@@H:18]([NH:20][C:21]1[C:22]3[C:29]([C:30](O)=O)=[CH:28][NH:27][C:23]=3[N:24]=[CH:25][N:26]=1)[CH3:19])=[N:6]2.[NH:33]([C:35](=[S:37])[NH2:36])[NH2:34].O(Cl)Cl.[P+5], predict the reaction product. (2) Given the reactants C(OC([N:8]1[C@H:17]([C:18](=[O:40])[NH:19][C@H:20]([C:36]([O:38][CH3:39])=[O:37])[CH2:21][C:22]2[CH:27]=[CH:26][C:25]([C:28]3[CH:33]=[CH:32][N:31]=[C:30]([CH3:34])[C:29]=3[CH3:35])=[CH:24][CH:23]=2)[CH2:16][C:15]2[CH:14]=[C:13]3[O:41][CH2:42][C@H:43]([C:45]4[CH:50]=[CH:49][C:48]([O:51][CH2:52][CH:53]5[CH2:58][CH2:57][CH2:56][CH2:55][CH2:54]5)=[CH:47][CH:46]=4)[O:44][C:12]3=[CH:11][C:10]=2[CH2:9]1)=O)(C)(C)C.[ClH:59], predict the reaction product. The product is: [ClH:59].[ClH:59].[CH3:39][O:38][C:36](=[O:37])[C@@H:20]([NH:19][C:18]([C@@H:17]1[CH2:16][C:15]2[CH:14]=[C:13]3[O:41][CH2:42][C@H:43]([C:45]4[CH:50]=[CH:49][C:48]([O:51][CH2:52][CH:53]5[CH2:54][CH2:55][CH2:56][CH2:57][CH2:58]5)=[CH:47][CH:46]=4)[O:44][C:12]3=[CH:11][C:10]=2[CH2:9][NH:8]1)=[O:40])[CH2:21][C:22]1[CH:27]=[CH:26][C:25]([C:28]2[CH:33]=[CH:32][N:31]=[C:30]([CH3:34])[C:29]=2[CH3:35])=[CH:24][CH:23]=1. (3) Given the reactants Br[C:2]1[CH:7]=[C:6]([N:8]2[C:20]3[CH:19]=[C:18]4[C:21]([CH3:29])([CH3:28])[C:22]5[C:27]([C:17]4=[CH:16][C:15]=3[C:14]3[C:9]2=[CH:10][CH:11]=[CH:12][CH:13]=3)=[CH:26][CH:25]=[CH:24][CH:23]=5)[CH:5]=[C:4](Br)[N:3]=1.[N:31]1[CH:36]=[C:35](B(O)O)[CH:34]=[N:33][CH:32]=1.C([O-])([O-])=O.[Na+].[Na+], predict the reaction product. The product is: [N:31]1[CH:36]=[C:35]([C:2]2[CH:7]=[C:6]([N:8]3[C:20]4[CH:19]=[C:18]5[C:21]([CH3:29])([CH3:28])[C:22]6[C:27]([C:17]5=[CH:16][C:15]=4[C:14]4[C:9]3=[CH:10][CH:11]=[CH:12][CH:13]=4)=[CH:26][CH:25]=[CH:24][CH:23]=6)[CH:5]=[C:4]([C:35]3[CH:36]=[N:31][CH:32]=[N:33][CH:34]=3)[N:3]=2)[CH:34]=[N:33][CH:32]=1. (4) Given the reactants Cl[C:2]1[CH:7]=[CH:6][C:5]([C:8]([NH:10][C@@H:11]([CH:16]2[CH2:21][CH2:20][CH2:19][CH2:18][CH2:17]2)[C:12]([O:14][CH3:15])=[O:13])=[O:9])=[C:4]([NH:22][C:23]([NH:25][C:26]2[C:31]([CH3:32])=[CH:30][CH:29]=[CH:28][C:27]=2[CH3:33])=[O:24])[CH:3]=1.[S:34]1[CH:38]=[CH:37][C:36](B(O)O)=[CH:35]1.C(=O)([O-])[O-].[Na+].[Na+].C(#N)C, predict the reaction product. The product is: [CH:16]1([C@H:11]([NH:10][C:8]([C:5]2[CH:6]=[CH:7][C:2]([C:36]3[CH:37]=[CH:38][S:34][CH:35]=3)=[CH:3][C:4]=2[NH:22][C:23]([NH:25][C:26]2[C:31]([CH3:32])=[CH:30][CH:29]=[CH:28][C:27]=2[CH3:33])=[O:24])=[O:9])[C:12]([O:14][CH3:15])=[O:13])[CH2:21][CH2:20][CH2:19][CH2:18][CH2:17]1.